From a dataset of Reaction yield outcomes from USPTO patents with 853,638 reactions. Predict the reaction yield, written as a fraction of the theoretical maximum amount of product (1.0 means a 100% yield; for example, 0.34 means a 34% yield). (1) The reactants are O.[S-2].[Na+].[Na+].[CH3:5][N:6]([CH2:8][CH:9]([C:18]1([OH:24])[CH2:23][CH2:22][CH2:21][CH2:20][CH2:19]1)[C:10]1[CH:11]=[CH:12][C:13]([O:16]C)=[CH:14][CH:15]=1)[CH3:7].C(OC(=O)C)C.O. The catalyst is CN1CCCC1=O. The product is [CH3:5][N:6]([CH2:8][CH:9]([C:18]1([OH:24])[CH2:23][CH2:22][CH2:21][CH2:20][CH2:19]1)[C:10]1[CH:11]=[CH:12][C:13]([OH:16])=[CH:14][CH:15]=1)[CH3:7]. The yield is 0.750. (2) The reactants are Br[C:2]1[C:3]2[CH:13]=[CH:12][CH:11]=[CH:10][C:4]=2[S:5][C:6]=1[N+:7]([O-:9])=[O:8].[Cu](C#N)[C:15]#[N:16].O. The catalyst is CN(C=O)C. The product is [N+:7]([C:6]1[S:5][C:4]2[CH:10]=[CH:11][CH:12]=[CH:13][C:3]=2[C:2]=1[C:15]#[N:16])([O-:9])=[O:8]. The yield is 0.900. (3) The reactants are [Br:1]Br.[CH3:3][N:4]1[C:12]2[C:11]3([C:22]4[CH:27]=[CH:26][CH:25]=[CH:24][CH:23]=4)[CH2:13][CH2:14][C:15]4([CH:20]([CH3:21])[CH:10]3[CH2:9][CH2:8][C:7]=2[CH:6]=[N:5]1)OCC[O:16]4.C([O-])(=O)C.[Na+]. The catalyst is C(O)C.O.C(OCC)(=O)C. The product is [Br:1][C:6]1[C:7]2[CH2:8][CH2:9][CH:10]3[CH:20]([CH3:21])[C:15](=[O:16])[CH2:14][CH2:13][C:11]3([C:22]3[CH:27]=[CH:26][CH:25]=[CH:24][CH:23]=3)[C:12]=2[N:4]([CH3:3])[N:5]=1. The yield is 0.980. (4) The reactants are [Na].[CH3:2][CH2:3][O-:4].[Na+].Cl[C:7]1[C:12]([N+:13]([O-:15])=[O:14])=[CH:11][CH:10]=[CH:9][N:8]=1. The catalyst is CCO. The product is [CH2:3]([O:4][C:7]1[C:12]([N+:13]([O-:15])=[O:14])=[CH:11][CH:10]=[CH:9][N:8]=1)[CH3:2]. The yield is 0.960. (5) The reactants are [OH:1][C:2]1([CH:16]2[CH2:21][CH2:20][CH2:19][CH2:18][C:17]2=O)[CH2:5][N:4]([C:6]([O:8][CH2:9][C:10]2[CH:15]=[CH:14][CH:13]=[CH:12][CH:11]=2)=[O:7])[CH2:3]1.C([O-])(=O)C.[NH4+].C([BH3-])#[N:29].[Na+].Cl. The catalyst is CO. The product is [CH2:9]([O:8][C:6]([N:4]1[CH2:5][C:2]([CH:16]2[CH2:21][CH2:20][CH2:19][CH2:18][CH:17]2[NH2:29])([OH:1])[CH2:3]1)=[O:7])[C:10]1[CH:15]=[CH:14][CH:13]=[CH:12][CH:11]=1. The yield is 0.730. (6) The reactants are Br[CH2:2][C:3]1[CH:8]=[C:7]([I:9])[CH:6]=[CH:5][N:4]=1.[NH:10]1[CH2:15][CH2:14][O:13][CH2:12][CH2:11]1. The catalyst is COCCOC.[I-].[Na+]. The product is [I:9][C:7]1[CH:6]=[CH:5][N:4]=[C:3]([CH2:2][N:10]2[CH2:15][CH2:14][O:13][CH2:12][CH2:11]2)[CH:8]=1. The yield is 0.620. (7) The reactants are [F:1][C:2]1[CH:9]=[CH:8][CH:7]=[CH:6][C:3]=1[CH2:4]Br.[H-].[Na+].[F:12][C:13]([F:22])([F:21])[CH2:14][CH2:15][CH:16]([C:19]#[N:20])[C:17]#[N:18]. The catalyst is CN(C)C=O. The product is [F:1][C:2]1[CH:9]=[CH:8][CH:7]=[CH:6][C:3]=1[CH2:4][C:16]([CH2:15][CH2:14][C:13]([F:12])([F:21])[F:22])([C:17]#[N:18])[C:19]#[N:20]. The yield is 0.630. (8) The product is [Br:15][C:16]1[CH:17]=[C:18]([CH2:23][NH:6][C:5]2[CH:7]=[CH:8][C:9]([C:10]3[O:14][CH:13]=[N:12][CH:11]=3)=[C:3]([O:2][CH3:1])[CH:4]=2)[S:19][C:20]=1[CH2:21][CH3:22]. The reactants are [CH3:1][O:2][C:3]1[CH:4]=[C:5]([CH:7]=[CH:8][C:9]=1[C:10]1[O:14][CH:13]=[N:12][CH:11]=1)[NH2:6].[Br:15][C:16]1[CH:17]=[C:18]([CH:23]=O)[S:19][C:20]=1[CH2:21][CH3:22]. No catalyst specified. The yield is 0.562. (9) The reactants are [CH3:1][C:2]1[O:6][C:5]([NH2:7])=[N:4][N:3]=1.[H-].[Na+].[N+](C1C=CC([O:19][C:20]([N:22]2[CH2:25][CH:24]([O:26][C:27]3[CH:32]=[CH:31][C:30]([C:33]4[CH:38]=[CH:37][CH:36]=[CH:35][C:34]=4[F:39])=[CH:29][N:28]=3)[CH2:23]2)=O)=CC=1)([O-])=O. The catalyst is CN(C=O)C. The product is [CH3:1][C:2]1[O:6][C:5]([NH:7][C:20]([N:22]2[CH2:23][CH:24]([O:26][C:27]3[CH:32]=[CH:31][C:30]([C:33]4[CH:38]=[CH:37][CH:36]=[CH:35][C:34]=4[F:39])=[CH:29][N:28]=3)[CH2:25]2)=[O:19])=[N:4][N:3]=1. The yield is 0.110.